Dataset: Forward reaction prediction with 1.9M reactions from USPTO patents (1976-2016). Task: Predict the product of the given reaction. Given the reactants [N:1]([CH2:4][S:5]([CH3:8])(=[O:7])=[O:6])=[C:2]=[O:3].[N+:9](=[C:11]1[C:15]([CH:16]=[CH:17][C:18]2[CH:25]=[CH:24][C:21]([C:22]#[N:23])=[CH:20][CH:19]=2)=[N:14][CH:13]=[N:12]1)=[N-:10], predict the reaction product. The product is: [CH3:8][S:5]([CH2:4][N:1]1[C:2](=[O:3])[N:12]2[CH:13]=[N:14][C:15](/[CH:16]=[CH:17]/[C:18]3[CH:25]=[CH:24][C:21]([C:22]#[N:23])=[CH:20][CH:19]=3)=[C:11]2[N:9]=[N:10]1)(=[O:7])=[O:6].